From a dataset of Full USPTO retrosynthesis dataset with 1.9M reactions from patents (1976-2016). Predict the reactants needed to synthesize the given product. (1) Given the product [CH3:15][NH:16][C:17]([C:19]1[CH:24]=[C:23]([O:25][C:26]2[CH:32]=[CH:31][C:29]([NH:30][C:9]([NH:8][C:5]3[CH:6]=[CH:7][C:2]([Cl:1])=[C:3]([C:11]([F:12])([F:13])[F:14])[CH:4]=3)=[O:10])=[CH:28][CH:27]=2)[CH:22]=[CH:21][N:20]=1)=[O:18], predict the reactants needed to synthesize it. The reactants are: [Cl:1][C:2]1[CH:7]=[CH:6][C:5]([N:8]=[C:9]=[O:10])=[CH:4][C:3]=1[C:11]([F:14])([F:13])[F:12].[CH3:15][NH:16][C:17]([C:19]1[CH:24]=[C:23]([O:25][C:26]2[CH:32]=[CH:31][C:29]([NH2:30])=[CH:28][CH:27]=2)[CH:22]=[CH:21][N:20]=1)=[O:18]. (2) Given the product [OH:4][CH2:5][C:6]([N:8]1[CH2:9][CH2:10][N:11]([C:14]2[CH:35]=[CH:34][C:17]([NH:18][C:19]3[N:24]=[C:23]([C:25]4[N:29]([CH:30]([CH3:32])[CH3:31])[C:28]([CH3:33])=[N:27][CH:26]=4)[CH:22]=[CH:21][N:20]=3)=[CH:16][CH:15]=2)[CH2:12][CH2:13]1)=[O:7], predict the reactants needed to synthesize it. The reactants are: C([O:4][CH2:5][C:6]([N:8]1[CH2:13][CH2:12][N:11]([C:14]2[CH:35]=[CH:34][C:17]([NH:18][C:19]3[N:24]=[C:23]([C:25]4[N:29]([CH:30]([CH3:32])[CH3:31])[C:28]([CH3:33])=[N:27][CH:26]=4)[CH:22]=[CH:21][N:20]=3)=[CH:16][CH:15]=2)[CH2:10][CH2:9]1)=[O:7])(=O)C.N. (3) Given the product [OH:1][CH:2]([C:8]1[CH:9]=[N:10][CH:11]=[C:12]([C:14]2[CH:15]=[C:16]3[C:22]([C:37]4[N:33]([CH3:32])[N:34]=[C:35]([C:51]([F:54])([F:53])[F:52])[CH:36]=4)=[CH:21][NH:20][C:17]3=[N:18][CH:19]=2)[CH:13]=1)[C:3]([N:5]([CH3:7])[CH3:6])=[O:4], predict the reactants needed to synthesize it. The reactants are: [OH:1][CH:2]([C:8]1[CH:9]=[N:10][CH:11]=[C:12]([C:14]2[CH:15]=[C:16]3[C:22](I)=[CH:21][N:20](COCC[Si](C)(C)C)[C:17]3=[N:18][CH:19]=2)[CH:13]=1)[C:3]([N:5]([CH3:7])[CH3:6])=[O:4].[CH3:32][N:33]1[C:37]([Sn](CCCC)(CCCC)CCCC)=[CH:36][C:35]([C:51]([F:54])([F:53])[F:52])=[N:34]1.[F-].[Cs+].C(P(C(C)(C)C)C(C)(C)C)(C)(C)C. (4) The reactants are: [F:1][C:2]([F:26])([F:25])[CH2:3][O:4][CH2:5][CH2:6][O:7][C:8]1[CH:13]=[CH:12][N:11]=[C:10]([CH2:14][S:15][C:16]2[NH:20][C:19]3[CH:21]=[CH:22][CH:23]=[CH:24][C:18]=3[N:17]=2)[CH:9]=1.C(C(C(C(OCC)=O)O)O)(OCC)=[O:28].C(N(CC)C(C)C)(C)C.OOOO.C1(C(C)C)C=CC=CC=1.C(=O)(O)[O-].[Na+]. Given the product [F:26][C:2]([F:1])([F:25])[CH2:3][O:4][CH2:5][CH2:6][O:7][C:8]1[CH:13]=[CH:12][N:11]=[C:10]([CH2:14][S:15]([C:16]2[NH:17][C:18]3[CH:24]=[CH:23][CH:22]=[CH:21][C:19]=3[N:20]=2)=[O:28])[CH:9]=1, predict the reactants needed to synthesize it. (5) Given the product [C:2]([C:4]1[CH:5]=[C:6]([C:12]2[CH:17]=[CH:16][C:15]([C:18]#[N:19])=[CH:14][CH:13]=2)[CH:7]=[CH:8][C:9]=1[O:10][CH3:11])(=[O:1])[CH3:3], predict the reactants needed to synthesize it. The reactants are: [OH:1][CH:2]([C:4]1[CH:5]=[C:6]([C:12]2[CH:17]=[CH:16][C:15]([C:18]#[N:19])=[CH:14][CH:13]=2)[CH:7]=[CH:8][C:9]=1[O:10][CH3:11])[CH3:3].[Cr](O[Cr]([O-])(=O)=O)([O-])(=O)=O.[NH+]1C=CC=CC=1.[NH+]1C=CC=CC=1. (6) The reactants are: [OH:1][C@H:2]1[C@H:6]([CH3:7])[CH2:5][N:4]([C:8]([O:10][CH2:11][C:12]2[CH:17]=[CH:16][CH:15]=[CH:14][CH:13]=2)=[O:9])[CH2:3]1.[S:18](Cl)([C:21]1[CH:27]=[CH:26][C:24]([CH3:25])=[CH:23][CH:22]=1)(=[O:20])=[O:19]. Given the product [CH3:7][C@H:6]1[C@H:2]([O:1][S:18]([C:21]2[CH:27]=[CH:26][C:24]([CH3:25])=[CH:23][CH:22]=2)(=[O:20])=[O:19])[CH2:3][N:4]([C:8]([O:10][CH2:11][C:12]2[CH:17]=[CH:16][CH:15]=[CH:14][CH:13]=2)=[O:9])[CH2:5]1, predict the reactants needed to synthesize it. (7) Given the product [C:19]([C:6]1[N:1]=[C:2]([C:7]([O:9][C:10]([CH3:13])([CH3:12])[CH3:11])=[O:8])[CH:3]=[CH:4][CH:5]=1)#[N:20], predict the reactants needed to synthesize it. The reactants are: [N+:1]1([O-])[C:2]([C:7]([O:9][C:10]([CH3:13])([CH3:12])[CH3:11])=[O:8])=[CH:3][CH:4]=[CH:5][CH:6]=1.C[Si]([C:19]#[N:20])(C)C.CN(C)C(Cl)=O.